From a dataset of Forward reaction prediction with 1.9M reactions from USPTO patents (1976-2016). Predict the product of the given reaction. (1) Given the reactants [CH3:1][C:2]([CH3:22])([CH3:21])[C@H:3]([OH:20])[CH2:4][N:5]1[CH:9]=[CH:8][C:7]([C:10]2[CH:15]=[CH:14][C:13]([C:16]([F:19])([F:18])[F:17])=[CH:12][CH:11]=2)=[N:6]1.N1C=CC=CC=1.Cl[C:30]([O:32][C:33]1[CH:38]=[CH:37][C:36]([N+:39]([O-:41])=[O:40])=[CH:35][CH:34]=1)=[O:31], predict the reaction product. The product is: [C:30](=[O:31])([O:32][C:33]1[CH:34]=[CH:35][C:36]([N+:39]([O-:41])=[O:40])=[CH:37][CH:38]=1)[O:20][C@H:3]([CH2:4][N:5]1[CH:9]=[CH:8][C:7]([C:10]2[CH:15]=[CH:14][C:13]([C:16]([F:19])([F:18])[F:17])=[CH:12][CH:11]=2)=[N:6]1)[C:2]([CH3:22])([CH3:21])[CH3:1]. (2) Given the reactants [CH3:1][CH:2]([CH3:12])[CH:3]([C:5]1[CH:10]=[CH:9][CH:8]=[CH:7][C:6]=1[CH3:11])[NH2:4].CN(C(ON1N=NC2C=CC=CC1=2)=[N+](C)C)C.[B-](F)(F)(F)F.[CH3:35][N:36]1[CH2:41][CH2:40][CH:39]([O:42][C:43]2[CH:48]=[CH:47][C:46]([C:49]3[C:57]4[C:52](=[CH:53][CH:54]=[C:55]([C:58](O)=[O:59])[CH:56]=4)[NH:51][N:50]=3)=[CH:45][CH:44]=2)[CH2:38][CH2:37]1.CCN(C(C)C)C(C)C, predict the reaction product. The product is: [CH3:1][CH:2]([CH3:12])[CH:3]([NH:4][C:58]([C:55]1[CH:56]=[C:57]2[C:52](=[CH:53][CH:54]=1)[NH:51][N:50]=[C:49]2[C:46]1[CH:45]=[CH:44][C:43]([O:42][CH:39]2[CH2:40][CH2:41][N:36]([CH3:35])[CH2:37][CH2:38]2)=[CH:48][CH:47]=1)=[O:59])[C:5]1[CH:10]=[CH:9][CH:8]=[CH:7][C:6]=1[CH3:11]. (3) Given the reactants Br[C:2]1[CH:7]=[CH:6][CH:5]=[CH:4][C:3]=1CCO.CCCCC.C([Li])(C)(C)C.C([C:23]1[CH:32]=[CH:31][C:26]([C:27]([O:29]C)=O)=[CH:25][C:24]=1O)=O.[Cl-].[NH4+], predict the reaction product. The product is: [C:2]1([CH:27]([C:26]2[CH:25]=[CH:24][CH:23]=[CH:32][CH:31]=2)[OH:29])[CH:7]=[CH:6][CH:5]=[CH:4][CH:3]=1. (4) Given the reactants C([O:5][C:6](=[O:38])[C:7]([CH3:37])([S:9][C:10]1[CH:36]=[CH:35][C:13]([C:14]([O:16][CH2:17][C:18]2[N:19]=[N:20][N:21]([CH2:23][C:24]3[CH:29]=[CH:28][C:27]([O:30][C:31]([F:34])([F:33])[F:32])=[CH:26][CH:25]=3)[CH:22]=2)=[O:15])=[CH:12][CH:11]=1)[CH3:8])(C)(C)C.Cl, predict the reaction product. The product is: [CH3:37][C:7]([S:9][C:10]1[CH:11]=[CH:12][C:13]([C:14]([O:16][CH2:17][C:18]2[N:19]=[N:20][N:21]([CH2:23][C:24]3[CH:25]=[CH:26][C:27]([O:30][C:31]([F:34])([F:33])[F:32])=[CH:28][CH:29]=3)[CH:22]=2)=[O:15])=[CH:35][CH:36]=1)([CH3:8])[C:6]([OH:38])=[O:5]. (5) Given the reactants [C:1]([O:4][C@@H:5]1[C@@H:10]([O:11][C:12](=[O:14])[CH3:13])[C@H:9]([O:15][C:16](=[O:18])[CH3:17])[C@@H:8]([CH2:19][O:20][C:21](=[O:23])[CH3:22])[O:7][C@H:6]1[O:24][C:25]1[C:29]([CH2:30][C:31]2[CH:36]=[CH:35][C:34]([O:37][CH2:38][CH2:39][C:40](O)=[O:41])=[CH:33][C:32]=2[CH3:43])=[C:28]([CH:44]([CH3:46])[CH3:45])[NH:27][N:26]=1)(=[O:3])[CH3:2].[NH2:47][C:48]([CH3:53])([CH3:52])[C:49]([NH2:51])=[O:50].ON1C2C=CC=CC=2N=N1.C(N(CC)CC)C, predict the reaction product. The product is: [C:1]([O:4][C@@H:5]1[C@@H:10]([O:11][C:12](=[O:14])[CH3:13])[C@H:9]([O:15][C:16](=[O:18])[CH3:17])[C@@H:8]([CH2:19][O:20][C:21](=[O:23])[CH3:22])[O:7][C@H:6]1[O:24][C:25]1[C:29]([CH2:30][C:31]2[CH:36]=[CH:35][C:34]([O:37][CH2:38][CH2:39][C:40](=[O:41])[NH:47][C:48]([C:49](=[O:50])[NH2:51])([CH3:53])[CH3:52])=[CH:33][C:32]=2[CH3:43])=[C:28]([CH:44]([CH3:46])[CH3:45])[NH:27][N:26]=1)(=[O:3])[CH3:2].